This data is from Reaction yield outcomes from USPTO patents with 853,638 reactions. The task is: Predict the reaction yield, written as a fraction of the theoretical maximum amount of product (1.0 means a 100% yield; for example, 0.34 means a 34% yield). (1) The reactants are [Cl:1][C:2]1[CH:3]=[C:4]([N:8]2[CH:12]=[C:11]([CH:13]=[O:14])[C:10]([CH3:15])=[N:9]2)[CH:5]=[CH:6][CH:7]=1.[CH:16]1([Mg]Br)[CH2:21][CH2:20][CH2:19][CH2:18][CH2:17]1. The catalyst is O1CCCC1. The product is [CH:16]1([CH:13]([C:11]2[C:10]([CH3:15])=[N:9][N:8]([C:4]3[CH:5]=[CH:6][CH:7]=[C:2]([Cl:1])[CH:3]=3)[CH:12]=2)[OH:14])[CH2:21][CH2:20][CH2:19][CH2:18][CH2:17]1. The yield is 0.510. (2) The reactants are Br[C:2]1[CH:7]=[C:6]([S:8]([CH3:11])(=[O:10])=[O:9])[CH:5]=[CH:4][C:3]=1[F:12].[B:13]1([B:13]2[O:17][C:16]([CH3:19])([CH3:18])[C:15]([CH3:21])([CH3:20])[O:14]2)[O:17][C:16]([CH3:19])([CH3:18])[C:15]([CH3:21])([CH3:20])[O:14]1.C([O-])(=O)C.[K+]. The catalyst is CS(C)=O.C1C=CC(P(C2C=CC=CC=2)[C-]2C=CC=C2)=CC=1.C1C=CC(P(C2C=CC=CC=2)[C-]2C=CC=C2)=CC=1.Cl[Pd]Cl.[Fe+2].C(Cl)Cl. The product is [F:12][C:3]1[CH:4]=[CH:5][C:6]([S:8]([CH3:11])(=[O:10])=[O:9])=[CH:7][C:2]=1[B:13]1[O:17][C:16]([CH3:19])([CH3:18])[C:15]([CH3:21])([CH3:20])[O:14]1. The yield is 0.420. (3) The reactants are [F:1][C:2]1[C:3](I)=[N:4][CH:5]=[CH:6][CH:7]=1.[CH2:9]([C:13]1[O:14][C:15]2[CH:21]=[CH:20][CH:19]=[CH:18][C:16]=2[N:17]=1)[CH2:10][C:11]#[CH:12]. The catalyst is C(N(CC)CC)C.[Cu](I)I.Cl[Pd](Cl)([P](C1C=CC=CC=1)(C1C=CC=CC=1)C1C=CC=CC=1)[P](C1C=CC=CC=1)(C1C=CC=CC=1)C1C=CC=CC=1. The product is [F:1][C:2]1[C:3]([C:12]#[C:11][CH2:10][CH2:9][C:13]2[O:14][C:15]3[CH:21]=[CH:20][CH:19]=[CH:18][C:16]=3[N:17]=2)=[N:4][CH:5]=[CH:6][CH:7]=1. The yield is 0.150. (4) The reactants are Br[C:2]1[CH:3]=[CH:4][C:5]([F:10])=[C:6]([CH:9]=1)[C:7]#[N:8].C(N(CC)C(C)C)(C)C.[CH2:20]([SH:27])[C:21]1[CH:26]=[CH:25][CH:24]=[CH:23][CH:22]=1. The catalyst is C1(C)C=CC=CC=1.C(OCC)(=O)C.[Pd+2].ClC1C=C[C-](P(C(C)(C)C)C(C)(C)C)C=1Cl.[C-]1(P(C(C)(C)C)C(C)(C)C)C=CC=C1.[Fe+2]. The product is [CH2:20]([S:27][C:2]1[CH:3]=[CH:4][C:5]([F:10])=[C:6]([CH:9]=1)[C:7]#[N:8])[C:21]1[CH:26]=[CH:25][CH:24]=[CH:23][CH:22]=1. The yield is 0.510. (5) The reactants are C(OC(=O)[NH:10][CH2:11][C:12]1[NH:16][N:15]=[C:14]([C:17]2[C:25]3[C:20](=[N:21][CH:22]=[CH:23][CH:24]=3)[NH:19][CH:18]=2)[N:13]=1)C1C=CC=CC=1. The catalyst is [Pd].C(O)C. The product is [NH:19]1[C:20]2=[N:21][CH:22]=[CH:23][CH:24]=[C:25]2[C:17]([C:14]2[N:13]=[C:12]([CH2:11][NH2:10])[NH:16][N:15]=2)=[CH:18]1. The yield is 1.00. (6) The reactants are [C:1]([C:4]1[CH:44]=[CH:43][C:7]([O:8][C@H:9]2[CH2:14][CH2:13][C@H:12]([N:15]3[C:20](=[O:21])[C:19]([CH2:22][C:23]4[CH:28]=[CH:27][C:26]([C:29]5[C:30]([C:35]#[N:36])=[CH:31][CH:32]=[CH:33][CH:34]=5)=[CH:25][CH:24]=4)=[C:18]([CH2:37][CH2:38][CH3:39])[N:17]4[N:40]=[CH:41][N:42]=[C:16]34)[CH2:11][CH2:10]2)=[CH:6][CH:5]=1)(=[O:3])[CH3:2].[CH3:45][Mg]Br.Cl. The catalyst is O1CCCC1. The product is [OH:3][C:1]([C:4]1[CH:5]=[CH:6][C:7]([O:8][C@H:9]2[CH2:14][CH2:13][C@H:12]([N:15]3[C:20](=[O:21])[C:19]([CH2:22][C:23]4[CH:28]=[CH:27][C:26]([C:29]5[C:30]([C:35]#[N:36])=[CH:31][CH:32]=[CH:33][CH:34]=5)=[CH:25][CH:24]=4)=[C:18]([CH2:37][CH2:38][CH3:39])[N:17]4[N:40]=[CH:41][N:42]=[C:16]34)[CH2:11][CH2:10]2)=[CH:43][CH:44]=1)([CH3:45])[CH3:2]. The yield is 0.600. (7) The reactants are [ClH:1].[F:2][C:3]1[CH:4]=[C:5]([C:10]2[C:18]3[C:13](=[CH:14][C:15]([O:19][CH2:20][CH2:21][N:22]4[CH2:27][CH2:26][S:25](=[O:29])(=[O:28])[CH2:24][CH2:23]4)=[CH:16][CH:17]=3)[C:12](=[O:30])[C:11]=2C2C=NC3C(C=2)=CC=CC=3)[CH:6]=[C:7]([F:9])[CH:8]=1.O1CCN(CCOC2C=C3C(C(C4C=CC=CC=4)=C(Br)C3=O)=CC=2)CC1.[F:67][C:68]1[CH:69]=[C:70](B(O)O)[CH:71]=[CH:72][C:73]=1[O:74][CH3:75]. No catalyst specified. The product is [ClH:1].[F:67][C:68]1[CH:69]=[C:70]([C:11]2[C:12](=[O:30])[C:13]3[C:18]([C:10]=2[C:5]2[CH:4]=[C:3]([F:2])[CH:8]=[C:7]([F:9])[CH:6]=2)=[CH:17][CH:16]=[C:15]([O:19][CH2:20][CH2:21][N:22]2[CH2:27][CH2:26][S:25](=[O:29])(=[O:28])[CH2:24][CH2:23]2)[CH:14]=3)[CH:71]=[CH:72][C:73]=1[O:74][CH3:75]. The yield is 0.940. (8) The reactants are [NH2:1][C:2]1[C:7]([CH2:8][C:9]2[CH:14]=[CH:13][CH:12]=[CH:11][CH:10]=2)=[N:6][C:5]([C:15]2[CH:20]=[CH:19][C:18]([O:21][CH3:22])=[CH:17][CH:16]=2)=[CH:4][N:3]=1.C(Cl)(Cl)Cl.[C:27](Cl)(=[O:29])[CH3:28].C(=O)(O)[O-].[Na+]. The catalyst is N1C=CC=CC=1. The product is [C:27]([NH:1][C:2]1[C:7]([CH2:8][C:9]2[CH:10]=[CH:11][CH:12]=[CH:13][CH:14]=2)=[N:6][C:5]([C:15]2[CH:16]=[CH:17][C:18]([O:21][CH3:22])=[CH:19][CH:20]=2)=[CH:4][N:3]=1)(=[O:29])[CH3:28]. The yield is 0.329.